Dataset: Reaction yield outcomes from USPTO patents with 853,638 reactions. Task: Predict the reaction yield, written as a fraction of the theoretical maximum amount of product (1.0 means a 100% yield; for example, 0.34 means a 34% yield). (1) The reactants are Br[C:2]1[CH:3]=[C:4]([CH:9]=[C:10]([F:22])[C:11]=1[O:12][CH2:13][C:14]1[CH:19]=[CH:18][C:17]([O:20][CH3:21])=[CH:16][CH:15]=1)[C:5]([O:7][CH3:8])=[O:6].COC1C=CC=C(OC)[C:30]=1[C:31]1[CH:32]=[CH:33][CH:34]=[CH:35][C:36]=1P(C1CCCCC1)C1CCCCC1.[O-]P([O-])([O-])=O.[K+].[K+].[K+].CC1(C)C(B2OC(C)(C)C(C)(C)O2)=CCC1. The catalyst is CN(C=O)C.O.C([O-])(=O)C.[Pd+2].C([O-])(=O)C. The product is [CH3:32][C:31]1([CH3:30])[C:36]([C:2]2[CH:3]=[C:4]([CH:9]=[C:10]([F:22])[C:11]=2[O:12][CH2:13][C:14]2[CH:19]=[CH:18][C:17]([O:20][CH3:21])=[CH:16][CH:15]=2)[C:5]([O:7][CH3:8])=[O:6])=[CH:35][CH2:34][CH2:33]1. The yield is 0.660. (2) The reactants are [O:1]=[C:2]1[N:6]([CH:7]2[CH2:12][CH2:11][O:10][CH2:9][CH2:8]2)[CH2:5][CH:4]([C:13]2[CH:14]=[C:15]([CH3:19])[CH:16]=[CH:17][CH:18]=2)[N:3]1[CH:20]1[CH2:25][CH2:24][N:23]([CH2:26][C:27]2[CH:28]=[CH:29][C:30]([O:33][C:34]3[CH:41]=[CH:40][C:37]([C:38]#[N:39])=[CH:36][CH:35]=3)=[N:31][CH:32]=2)[CH2:22][CH2:21]1.C(O)(C(F)(F)F)=[O:43]. The catalyst is OS(O)(=O)=O. The product is [O:1]=[C:2]1[N:6]([CH:7]2[CH2:12][CH2:11][O:10][CH2:9][CH2:8]2)[CH2:5][CH:4]([C:13]2[CH:14]=[C:15]([CH3:19])[CH:16]=[CH:17][CH:18]=2)[N:3]1[CH:20]1[CH2:25][CH2:24][N:23]([CH2:26][C:27]2[CH:28]=[CH:29][C:30]([O:33][C:34]3[CH:41]=[CH:40][C:37]([C:38]([NH2:39])=[O:43])=[CH:36][CH:35]=3)=[N:31][CH:32]=2)[CH2:22][CH2:21]1. The yield is 0.610. (3) The reactants are [CH2:1]([O:8][N:9]1[C:15](=[O:16])[N:14]2[CH2:17][C@H:10]1[CH2:11][CH2:12][C@H:13]2[C:18]([OH:20])=O)[C:2]1[CH:7]=[CH:6][CH:5]=[CH:4][CH:3]=1.[NH:21]([C:23](=[O:35])[CH2:24][CH2:25][CH2:26][NH:27][C:28](=[O:34])[O:29][C:30]([CH3:33])([CH3:32])[CH3:31])[NH2:22].CN(C(ON1N=NC2C=CC=NC1=2)=[N+](C)C)C.F[P-](F)(F)(F)(F)F.CCN(C(C)C)C(C)C. The catalyst is C(Cl)Cl. The product is [CH2:1]([O:8][N:9]1[C:15](=[O:16])[N:14]2[CH2:17][C@H:10]1[CH2:11][CH2:12][C@H:13]2[C:18]([NH:22][NH:21][C:23](=[O:35])[CH2:24][CH2:25][CH2:26][NH:27][C:28](=[O:34])[O:29][C:30]([CH3:31])([CH3:33])[CH3:32])=[O:20])[C:2]1[CH:3]=[CH:4][CH:5]=[CH:6][CH:7]=1. The yield is 0.930. (4) The reactants are [C:1](=[O:5])([O:3][CH3:4])[NH2:2].O=[C:7]([CH2:11][CH2:12][PH:13]([CH2:15][OH:16])=[O:14])[C:8]([OH:10])=[O:9].C(O)(=O)C. The catalyst is C1(C)C=CC=CC=1. The product is [CH3:4][O:3][C:1]([NH:2]/[C:7](=[CH:11]\[CH2:12][PH:13]([CH2:15][OH:16])=[O:14])/[C:8]([OH:10])=[O:9])=[O:5]. The yield is 0.754.